This data is from Catalyst prediction with 721,799 reactions and 888 catalyst types from USPTO. The task is: Predict which catalyst facilitates the given reaction. Reactant: [CH2:1]([O:5][C:6]([C:8]1[N:9]=[C:10]([C:26]2[CH:31]=[CH:30][C:29]([CH3:32])=[CH:28][CH:27]=2)[C:11]2[C:16]([C:17]=1[O:18]CC1C=CC=CC=1)=[CH:15][CH:14]=[CH:13][CH:12]=2)=[O:7])[CH2:2][CH2:3][CH3:4]. Product: [CH2:1]([O:5][C:6]([C:8]1[N:9]=[C:10]([C:26]2[CH:31]=[CH:30][C:29]([CH3:32])=[CH:28][CH:27]=2)[C:11]2[C:16]([C:17]=1[OH:18])=[CH:15][CH:14]=[CH:13][CH:12]=2)=[O:7])[CH2:2][CH2:3][CH3:4]. The catalyst class is: 25.